From a dataset of Forward reaction prediction with 1.9M reactions from USPTO patents (1976-2016). Predict the product of the given reaction. (1) Given the reactants C(N(CC)CC)C.[CH3:8][O:9][CH:10]([O:17][CH3:18])[CH2:11][NH:12][C@@H:13]([CH2:15][CH3:16])[CH3:14].[CH2:19]([O:27][CH2:28][CH2:29][C:30](Cl)=[O:31])[CH2:20][C:21]1[CH:26]=[CH:25][CH:24]=[CH:23][CH:22]=1, predict the reaction product. The product is: [C@H:13]([N:12]([CH2:11][CH:10]([O:17][CH3:18])[O:9][CH3:8])[C:30](=[O:31])[CH2:29][CH2:28][O:27][CH2:19][CH2:20][C:21]1[CH:26]=[CH:25][CH:24]=[CH:23][CH:22]=1)([CH2:15][CH3:16])[CH3:14]. (2) Given the reactants [CH3:1][C:2]([C:35]([OH:37])=[O:36])([C:4]1[CH:5]=[CH:6][C:7]([CH:10]([OH:34])[CH2:11][CH2:12][CH2:13][N:14]2[CH2:19][CH2:18][CH:17]([C:20]([OH:33])([C:27]3[CH:28]=[CH:29][CH:30]=[CH:31][CH:32]=3)[C:21]3[CH:22]=[CH:23][CH:24]=[CH:25][CH:26]=3)[CH2:16][CH2:15]2)=[CH:8][CH:9]=1)[CH3:3].CC(C)=O.[ClH:42], predict the reaction product. The product is: [CH3:3][C:2]([C:35]([OH:37])=[O:36])([C:4]1[CH:9]=[CH:8][C:7]([CH:10]([OH:34])[CH2:11][CH2:12][CH2:13][N:14]2[CH2:15][CH2:16][CH:17]([C:20]([OH:33])([C:21]3[CH:26]=[CH:25][CH:24]=[CH:23][CH:22]=3)[C:27]3[CH:28]=[CH:29][CH:30]=[CH:31][CH:32]=3)[CH2:18][CH2:19]2)=[CH:6][CH:5]=1)[CH3:1].[ClH:42].